Dataset: Forward reaction prediction with 1.9M reactions from USPTO patents (1976-2016). Task: Predict the product of the given reaction. (1) Given the reactants COC1C=C(OC)C=CC=1C[N:6]1[C:11](=[O:12])[C:10]2[CH:13]=[C:14]([CH2:16][CH3:17])[S:15][C:9]=2[NH:8][C:7]1=[O:18].[F:25][C:26]1[CH:27]=[C:28]([C:35]2[C:36]([C:41]#[N:42])=[CH:37][CH:38]=[CH:39][CH:40]=2)[CH:29]=[C:30]([F:34])[C:31]=1[CH2:32]O.N(C(N1CCCCC1)=O)=NC(N1CCCCC1)=O.C(P(CCCC)CCCC)CCC, predict the reaction product. The product is: [CH2:16]([C:14]1[S:15][C:9]2[N:8]([CH2:32][C:31]3[C:26]([F:25])=[CH:27][C:28]([C:35]4[C:36]([C:41]#[N:42])=[CH:37][CH:38]=[CH:39][CH:40]=4)=[CH:29][C:30]=3[F:34])[C:7](=[O:18])[NH:6][C:11](=[O:12])[C:10]=2[CH:13]=1)[CH3:17]. (2) Given the reactants [Cl:1][C:2]1[CH:3]=[C:4]([CH:25]=[CH:26][C:27]=1[Cl:28])[CH2:5][CH:6]1[C:15]2[C:10](=[CH:11][CH:12]=[C:13]([OH:16])[CH:14]=2)[CH2:9][CH2:8][CH:7]1[NH:17][C:18](=[O:24])[O:19][C:20]([CH3:23])([CH3:22])[CH3:21].[F:29][C:30]([F:49])([F:48])[S:31](N(C1C=CC=CC=1)[S:31]([C:30]([F:49])([F:48])[F:29])(=[O:33])=[O:32])(=[O:33])=[O:32].C(N(CC)CC)C, predict the reaction product. The product is: [F:29][C:30]([F:49])([F:48])[S:31]([O:16][C:13]1[CH:12]=[CH:11][C:10]2[CH2:9][CH2:8][CH:7]([NH:17][C:18]([O:19][C:20]([CH3:21])([CH3:22])[CH3:23])=[O:24])[CH:6]([CH2:5][C:4]3[CH:25]=[CH:26][C:27]([Cl:28])=[C:2]([Cl:1])[CH:3]=3)[C:15]=2[CH:14]=1)(=[O:33])=[O:32]. (3) Given the reactants [OH-].[Na+].[Br:3][C:4]1[CH:16]=[CH:15][C:14]2[C:13]3[C:8](=[CH:9][CH:10]=[CH:11][CH:12]=3)[CH2:7][C:6]=2[CH:5]=1.Br[CH2:18][CH2:19][CH3:20].[C:21]1(C)[CH:26]=CC=C[CH:22]=1, predict the reaction product. The product is: [CH2:18]([C:7]1([CH2:22][CH2:21][CH3:26])[C:6]2[CH:5]=[C:4]([Br:3])[CH:16]=[CH:15][C:14]=2[C:13]2[C:8]1=[CH:9][CH:10]=[CH:11][CH:12]=2)[CH2:19][CH3:20]. (4) Given the reactants Cl[CH2:2][CH2:3][CH2:4][O:5][CH2:6][CH2:7][C:8]1[CH:9]=[CH:10][C:11]2[S:15][CH:14]=[CH:13][C:12]=2[CH:16]=1.[NH:17]1[CH2:20][CH:19]([NH:21][C:22](=[O:24])[CH3:23])[CH2:18]1.O.C(OCC)(=O)C, predict the reaction product. The product is: [S:15]1[C:11]2[CH:10]=[CH:9][C:8]([CH2:7][CH2:6][O:5][CH2:4][CH2:3][CH2:2][N:17]3[CH2:20][CH:19]([NH:21][C:22](=[O:24])[CH3:23])[CH2:18]3)=[CH:16][C:12]=2[CH:13]=[CH:14]1. (5) Given the reactants Cl[C:2]1[C:11]2[C:6](=[CH:7][C:8]([F:14])=[C:9]([O:12][CH3:13])[CH:10]=2)[N:5]=[CH:4][C:3]=1[C:15]#[N:16].[N:17]1[CH:22]=[CH:21][CH:20]=[C:19]([O:23][C:24]2[CH:29]=[CH:28][C:27]([NH2:30])=[CH:26][CH:25]=2)[CH:18]=1.Cl.N1C=CC=CC=1, predict the reaction product. The product is: [F:14][C:8]1[CH:7]=[C:6]2[C:11]([C:2]([NH:30][C:27]3[CH:26]=[CH:25][C:24]([O:23][C:19]4[CH:18]=[N:17][CH:22]=[CH:21][CH:20]=4)=[CH:29][CH:28]=3)=[C:3]([C:15]#[N:16])[CH:4]=[N:5]2)=[CH:10][C:9]=1[O:12][CH3:13]. (6) Given the reactants [CH2:1]([O:3][C:4]([C:6]1[S:14][C:13]2[CH:12]=CN=[CH:9][C:8]=2[C:7]=1[NH:15][C:16]1[CH:21]=[CH:20][C:19](Br)=[CH:18][C:17]=1[F:23])=[O:5])[CH3:2].[I-:24].[Na+].CN[C@@H]1CCCC[C@H]1[NH:34][CH3:35], predict the reaction product. The product is: [CH2:1]([O:3][C:4]([C:6]1[S:14][C:13]2=[CH:12][N:34]=[CH:35][CH:9]=[C:8]2[C:7]=1[NH:15][C:16]1[CH:21]=[CH:20][C:19]([I:24])=[CH:18][C:17]=1[F:23])=[O:5])[CH3:2]. (7) Given the reactants [Cl:1][C:2]1[CH:7]=[CH:6][CH:5]=[CH:4][C:3]=1[C@H:8]([N:13]1[CH2:18][CH2:17][C:16]2[S:19][CH:20]=[CH:21][C:15]=2[CH2:14]1)[C:9]([O:11][CH3:12])=[O:10].[C:22]1([S:36]([OH:39])(=[O:38])=[O:37])[C:31]2[CH:30]=[CH:29][CH:28]=[C:27]([S:32]([OH:35])(=[O:34])=[O:33])[C:26]=2[CH:25]=[CH:24][CH:23]=1.O1CCOCC1.CCCCCCC, predict the reaction product. The product is: [OH2:10].[C:22]1([S:36]([OH:39])(=[O:38])=[O:37])[C:31]2[CH:30]=[CH:29][CH:28]=[C:27]([S:32]([OH:35])(=[O:34])=[O:33])[C:26]=2[CH:25]=[CH:24][CH:23]=1.[Cl:1][C:2]1[CH:7]=[CH:6][CH:5]=[CH:4][C:3]=1[C@H:8]([N:13]1[CH2:18][CH2:17][C:16]2[S:19][CH:20]=[CH:21][C:15]=2[CH2:14]1)[C:9]([O:11][CH3:12])=[O:10]. (8) Given the reactants Br[C:2]1[CH:3]=[C:4]2[N:10]([CH2:11][O:12][CH2:13][CH2:14][Si:15]([CH3:18])([CH3:17])[CH3:16])[C:9]([C:19]3[CH:24]=[CH:23][N:22]=[C:21]([NH:25][C:26](=[O:28])[CH3:27])[CH:20]=3)=[C:8]([C:29]3[CH:34]=[CH:33][C:32]([O:35][CH3:36])=[CH:31][N:30]=3)[C:5]2=[N:6][CH:7]=1.[Li]C.[Li]CCCC.CN([CH:47]=[O:48])C, predict the reaction product. The product is: [CH:47]([C:2]1[CH:3]=[C:4]2[N:10]([CH2:11][O:12][CH2:13][CH2:14][Si:15]([CH3:18])([CH3:17])[CH3:16])[C:9]([C:19]3[CH:24]=[CH:23][N:22]=[C:21]([NH:25][C:26](=[O:28])[CH3:27])[CH:20]=3)=[C:8]([C:29]3[CH:34]=[CH:33][C:32]([O:35][CH3:36])=[CH:31][N:30]=3)[C:5]2=[N:6][CH:7]=1)=[O:48]. (9) Given the reactants [CH:1]1[CH:6]=[C:5]([CH2:7][C@H:8]([NH2:12])[C:9](O)=[O:10])[C:4]([N+:13]([O-:15])=O)=[CH:3][CH:2]=1, predict the reaction product. The product is: [NH2:12][C@H:8]1[CH2:7][C:5]2[C:4](=[CH:3][CH:2]=[CH:1][CH:6]=2)[N:13]([OH:15])[C:9]1=[O:10].